This data is from CYP1A2 inhibition data for predicting drug metabolism from PubChem BioAssay. The task is: Regression/Classification. Given a drug SMILES string, predict its absorption, distribution, metabolism, or excretion properties. Task type varies by dataset: regression for continuous measurements (e.g., permeability, clearance, half-life) or binary classification for categorical outcomes (e.g., BBB penetration, CYP inhibition). Dataset: cyp1a2_veith. The compound is O=C1C=C[C@@H](O)[C@@H]2[C@@H]1CC[C@H]1C(=O)N(Cc3ccccc3)C(=O)[C@H]12. The result is 0 (non-inhibitor).